Task: Predict the reaction yield, written as a fraction of the theoretical maximum amount of product (1.0 means a 100% yield; for example, 0.34 means a 34% yield).. Dataset: Reaction yield outcomes from USPTO patents with 853,638 reactions (1) The reactants are [NH2:1][C:2]1[CH:28]=[CH:27][CH:26]=[C:25]([O:29][CH3:30])[C:3]=1[C:4]([N:6]1[CH2:11][CH2:10][CH:9]([N:12]2[CH2:24][CH2:23][CH2:22][C:14]3([C:18](=[O:19])[O:17][C:16]([CH3:21])([CH3:20])[CH2:15]3)[CH2:13]2)[CH2:8][CH2:7]1)=[O:5].[CH2:31]([N:33]=[C:34]=[O:35])[CH3:32].C(OC(C)C)(C)C. No catalyst specified. The product is [CH3:20][C:16]1([CH3:21])[CH2:15][C:14]2([CH2:22][CH2:23][CH2:24][N:12]([CH:9]3[CH2:10][CH2:11][N:6]([C:4]([C:3]4[C:25]([O:29][CH3:30])=[CH:26][CH:27]=[CH:28][C:2]=4[NH:1][C:34]([NH:33][CH2:31][CH3:32])=[O:35])=[O:5])[CH2:7][CH2:8]3)[CH2:13]2)[C:18](=[O:19])[O:17]1. The yield is 0.730. (2) The reactants are [F:1][C:2]1[C:10]2[O:9][CH:8]([CH2:11][OH:12])[CH2:7][C:6]=2[CH:5]=[C:4]([Br:13])[CH:3]=1.[C:14]1([CH3:24])[CH:19]=[CH:18][C:17]([S:20](Cl)(=[O:22])=[O:21])=[CH:16][CH:15]=1.CC1C=CC(S(OCC2CC3C(C(F)(F)F)=CC=C(Cl)C=3O2)(=O)=O)=CC=1. No catalyst specified. The product is [CH3:24][C:14]1[CH:19]=[CH:18][C:17]([S:20]([O:12][CH2:11][CH:8]2[CH2:7][C:6]3[CH:5]=[C:4]([Br:13])[CH:3]=[C:2]([F:1])[C:10]=3[O:9]2)(=[O:22])=[O:21])=[CH:16][CH:15]=1. The yield is 0.750. (3) The reactants are [Br:1][C:2]1[C:3]([Cl:9])=[N:4][CH:5]=[CH:6][C:7]=1[NH2:8].[I:10]N1C(=O)CCC1=O. The catalyst is C(O)(=O)C. The product is [Br:1][C:2]1[C:3]([Cl:9])=[N:4][CH:5]=[C:6]([I:10])[C:7]=1[NH2:8]. The yield is 0.900. (4) The reactants are Cl.Cl.[NH2:3][CH:4]([C:16]1[CH:21]=[CH:20][CH:19]=[CH:18][CH:17]=1)[C:5]([O:7][C@@H:8]1[CH:13]2[CH2:14][CH2:15][N:10]([CH2:11][CH2:12]2)[CH2:9]1)=[O:6].C(N(CC)CC)C.[C:29](Cl)(=[O:31])[CH3:30]. The catalyst is C(Cl)Cl. The product is [C:29]([NH:3][CH:4]([C:16]1[CH:21]=[CH:20][CH:19]=[CH:18][CH:17]=1)[C:5]([O:7][C@@H:8]1[CH:13]2[CH2:12][CH2:11][N:10]([CH2:15][CH2:14]2)[CH2:9]1)=[O:6])(=[O:31])[CH3:30]. The yield is 1.00. (5) The reactants are [NH2:1][C:2]1[CH:3]=[CH:4][C:5]([F:12])=[C:6]([CH:11]=1)[C:7]([O:9][CH3:10])=[O:8].[F:13][C:14]1[CH:22]=[CH:21][CH:20]=[C:19]([F:23])[C:15]=1[C:16](Cl)=[O:17]. The catalyst is C(Cl)Cl. The product is [F:13][C:14]1[CH:22]=[CH:21][CH:20]=[C:19]([F:23])[C:15]=1[C:16]([NH:1][C:2]1[CH:3]=[CH:4][C:5]([F:12])=[C:6]([CH:11]=1)[C:7]([O:9][CH3:10])=[O:8])=[O:17]. The yield is 0.690. (6) The reactants are C(N(CC)CC)C.[C:8]([O:11][C:12]1[CH:21]=[CH:20][CH:19]=[C:18]2[C:13]=1[CH:14]=[CH:15][C:16]([S:22](Cl)(=[O:24])=[O:23])=[CH:17]2)(=[O:10])[CH3:9].[CH2:26]([NH2:33])[C:27]1[CH:32]=[CH:31][CH:30]=[CH:29][CH:28]=1.Cl. The catalyst is O1CCCC1. The product is [C:8]([O:11][C:12]1[CH:21]=[CH:20][CH:19]=[C:18]2[C:13]=1[CH:14]=[CH:15][C:16]([S:22]([NH:33][CH2:26][C:27]1[CH:32]=[CH:31][CH:30]=[CH:29][CH:28]=1)(=[O:24])=[O:23])=[CH:17]2)(=[O:10])[CH3:9]. The yield is 0.676. (7) The reactants are O[CH:2]=[C:3]1[C:11]2[C:6](=[CH:7][C:8]([C:12]([C:14]3[CH:15]=[C:16]([NH:20][C:21]([C:23]4[C:24]([CH3:30])=[N:25][N:26]([CH3:29])[C:27]=4[Cl:28])=[O:22])[CH:17]=[CH:18][CH:19]=3)=[O:13])=[CH:9][CH:10]=2)[NH:5][C:4]1=[O:31].[CH3:32][N:33]1[CH2:38][CH2:37][N:36]([C:39]2[CH:44]=[CH:43][C:42]([NH2:45])=[CH:41][CH:40]=2)[CH2:35][CH2:34]1. The catalyst is C1COCC1. The product is [CH3:32][N:33]1[CH2:34][CH2:35][N:36]([C:39]2[CH:44]=[CH:43][C:42]([NH:45][CH:2]=[C:3]3[C:11]4[C:6](=[CH:7][C:8]([C:12]([C:14]5[CH:15]=[C:16]([NH:20][C:21]([C:23]6[C:24]([CH3:30])=[N:25][N:26]([CH3:29])[C:27]=6[Cl:28])=[O:22])[CH:17]=[CH:18][CH:19]=5)=[O:13])=[CH:9][CH:10]=4)[NH:5][C:4]3=[O:31])=[CH:41][CH:40]=2)[CH2:37][CH2:38]1. The yield is 0.450.